This data is from Reaction yield outcomes from USPTO patents with 853,638 reactions. The task is: Predict the reaction yield, written as a fraction of the theoretical maximum amount of product (1.0 means a 100% yield; for example, 0.34 means a 34% yield). (1) The product is [N:4]1[NH:3][N:2]=[N:1][C:5]=1[C:6]1[CH:7]=[C:8]2[C:12](=[CH:13][CH:14]=1)[NH:11][N:10]=[C:9]2[C:15]1[CH:20]=[CH:19][CH:18]=[CH:17][C:16]=1[OH:21]. The yield is 0.0600. The catalyst is B(Br)(Br)Br. The reactants are [N:1]1[NH:2][N:3]=[N:4][C:5]=1[C:6]1[CH:7]=[C:8]2[C:12](=[CH:13][CH:14]=1)[NH:11][N:10]=[C:9]2[C:15]1[CH:20]=[CH:19][CH:18]=[CH:17][C:16]=1[O:21]C. (2) The reactants are [CH2:1]([O:8][C:9]1[CH:10]=[C:11]([C:15]2[N:24]=[C:23](Cl)[C:22]3[C:17](=[CH:18][C:19]([O:31][CH3:32])=[C:20]([O:26][CH2:27][CH2:28][O:29][CH3:30])[CH:21]=3)[N:16]=2)[CH:12]=[CH:13][CH:14]=1)[C:2]1[CH:7]=[CH:6][CH:5]=[CH:4][CH:3]=1.[NH2:33][C:34]1[CH:35]=[C:36]2[C:40](=[CH:41][CH:42]=1)[N:39]([C:43]([O:45][C:46]([CH3:49])([CH3:48])[CH3:47])=[O:44])[N:38]=[CH:37]2. The catalyst is C(O)(C)C.NC1C=C2C(=CC=1)N(C(OC(C)(C)C)=O)N=C2. The product is [CH2:1]([O:8][C:9]1[CH:10]=[C:11]([C:15]2[N:24]=[C:23]([NH:33][C:34]3[CH:35]=[C:36]4[C:40](=[CH:41][CH:42]=3)[N:39]([C:43]([O:45][C:46]([CH3:49])([CH3:48])[CH3:47])=[O:44])[N:38]=[CH:37]4)[C:22]3[C:17](=[CH:18][C:19]([O:31][CH3:32])=[C:20]([O:26][CH2:27][CH2:28][O:29][CH3:30])[CH:21]=3)[N:16]=2)[CH:12]=[CH:13][CH:14]=1)[C:2]1[CH:7]=[CH:6][CH:5]=[CH:4][CH:3]=1. The yield is 1.00. (3) The reactants are [CH3:1][O:2][C:3]1[CH:11]=[C:10]([C:12]2[CH:17]=[CH:16][CH:15]=[CH:14][CH:13]=2)[CH:9]=[CH:8][C:4]=1[C:5]([OH:7])=O.[F:18][C:19]([F:32])([F:31])[C:20]1[CH:21]=[C:22]([CH:24]=[C:25]([C:27]([F:30])([F:29])[F:28])[CH:26]=1)[NH2:23]. No catalyst specified. The product is [F:18][C:19]([F:31])([F:32])[C:20]1[CH:21]=[C:22]([NH:23][C:5](=[O:7])[C:4]2[CH:8]=[CH:9][C:10]([C:12]3[CH:17]=[CH:16][CH:15]=[CH:14][CH:13]=3)=[CH:11][C:3]=2[O:2][CH3:1])[CH:24]=[C:25]([C:27]([F:28])([F:30])[F:29])[CH:26]=1. The yield is 0.975. (4) The product is [C:1]([C:4]1[O:8][C:7]2[C:9]([O:18][C:1](=[O:3])[CH2:4][CH2:5][CH2:6][CH2:7][CH2:9][CH2:24][CH3:25])=[C:10]3[C:15](=[C:16]([O:17][C:34](=[O:42])[CH2:35][CH2:36][CH2:37][CH2:38][CH2:39][CH2:40][CH3:41])[C:6]=2[CH:5]=1)[CH:14]=[CH:13][CH:12]=[CH:11]3)(=[O:3])[CH3:2]. The reactants are [C:1]([C:4]1[O:8][C:7]2[C:9](=[O:18])[C:10]3[C:15]([C:16](=[O:17])[C:6]=2[CH:5]=1)=[CH:14][CH:13]=[CH:12][CH:11]=3)(=[O:3])[CH3:2].C(N([CH2:24][CH3:25])CC)C.S(S([O-])=O)([O-])=O.[Na+].[Na+].[C:34](Cl)(=[O:42])[CH2:35][CH2:36][CH2:37][CH2:38][CH2:39][CH2:40][CH3:41]. The catalyst is [Br-].C([N+](CCCC)(CCCC)CCCC)CCC.[Zn]. The yield is 0.243. (5) The reactants are [O:1]=[C:2]1[C:10]2[C:5](=[CH:6][CH:7]=[CH:8][CH:9]=2)[C:4](=[O:11])[N:3]1[CH2:12][CH2:13][CH2:14][CH2:15][N:16]([CH2:27][C:28]1[N:32](S(O)(=O)=O)[C:31]2[CH2:37][CH2:38][CH2:39][CH2:40][C:30]=2[N:29]=1)[CH:17]1[C:26]2[N:25]=[CH:24][CH:23]=[CH:22][C:21]=2[CH2:20][CH2:19][CH2:18]1.Cl.[OH-].[Na+]. No catalyst specified. The product is [NH:29]1[C:30]2[CH2:40][CH2:39][CH2:38][CH2:37][C:31]=2[N:32]=[C:28]1[CH2:27][N:16]([CH:17]1[C:26]2[N:25]=[CH:24][CH:23]=[CH:22][C:21]=2[CH2:20][CH2:19][CH2:18]1)[CH2:15][CH2:14][CH2:13][CH2:12][N:3]1[C:2](=[O:1])[C:10]2[C:5](=[CH:6][CH:7]=[CH:8][CH:9]=2)[C:4]1=[O:11]. The yield is 0.640. (6) The reactants are [OH:1][C:2]1([CH3:19])[C:7](=[O:8])[CH2:6][CH:5]([C:9]2[CH:14]=[CH:13][N:12]=[CH:11][C:10]=2[N+:15]([O-:17])=[O:16])[O:4][CH:3]1[CH3:18].Cl[Si:21]([CH3:24])([CH3:23])[CH3:22].[CH3:25][Si:26]([N-][Si:26]([CH3:28])([CH3:27])[CH3:25])([CH3:28])[CH3:27].[K+].C(=O)(O)[O-].[Na+]. The catalyst is C1COCC1.CCOC(C)=O. The product is [CH3:19][C:2]1([O:1][Si:26]([CH3:28])([CH3:27])[CH3:25])[CH:3]([CH3:18])[O:4][CH:5]([C:9]2[CH:14]=[CH:13][N:12]=[CH:11][C:10]=2[N+:15]([O-:17])=[O:16])[CH:6]=[C:7]1[O:8][Si:21]([CH3:24])([CH3:23])[CH3:22]. The yield is 0.910. (7) The reactants are [C:1]([C:4]1[C:12]2[O:11][CH2:10][CH:9]([C:13]3[CH:18]=[CH:17][C:16]([CH:19]([CH3:21])[CH3:20])=[CH:15][CH:14]=3)[C:8]=2[C:7]([CH3:22])=[C:6]([NH:23][C:24]([NH:26][C:27]([CH3:30])([CH3:29])[CH3:28])=[O:25])[C:5]=1[CH3:31])(=[O:3])[CH3:2].[BH4-].[Na+]. The catalyst is CO.O. The product is [C:27]([NH:26][C:24]([NH:23][C:6]1[C:5]([CH3:31])=[C:4]([CH:1]([OH:3])[CH3:2])[C:12]2[O:11][CH2:10][CH:9]([C:13]3[CH:14]=[CH:15][C:16]([CH:19]([CH3:21])[CH3:20])=[CH:17][CH:18]=3)[C:8]=2[C:7]=1[CH3:22])=[O:25])([CH3:29])([CH3:28])[CH3:30]. The yield is 0.160. (8) The reactants are [CH2:1]([O:8][C:9]1[C:14]([Br:15])=[CH:13][C:12]([CH:16]([C:18]2[CH:23]=[CH:22][C:21]([CH2:24][CH2:25][O:26][CH2:27][O:28][CH3:29])=[CH:20][CH:19]=2)O)=[C:11]([CH3:30])[CH:10]=1)[C:2]1[CH:7]=[CH:6][CH:5]=[CH:4][CH:3]=1.[SiH](CC)(CC)CC.B(F)(F)F.CCOCC.C(=O)(O)[O-].[Na+]. The catalyst is C(Cl)(Cl)Cl. The product is [CH2:1]([O:8][C:9]1[CH:10]=[C:11]([CH3:30])[C:12]([CH2:16][C:18]2[CH:19]=[CH:20][C:21]([CH2:24][CH2:25][O:26][CH2:27][O:28][CH3:29])=[CH:22][CH:23]=2)=[CH:13][C:14]=1[Br:15])[C:2]1[CH:3]=[CH:4][CH:5]=[CH:6][CH:7]=1. The yield is 0.680. (9) The reactants are [OH:1][NH:2][C:3](=[NH:21])[C:4]1[CH:13]=[CH:12][CH:11]=[C:10]2[C:5]=1[CH2:6][CH2:7][N:8]([C:14]([O:16][C:17]([CH3:20])([CH3:19])[CH3:18])=[O:15])[CH2:9]2.[H-].[Na+].[Cl:24][C:25]1[CH:26]=[C:27]([CH:32]=[CH:33][C:34]=1[O:35][CH:36]([CH3:38])[CH3:37])[C:28](OC)=O. The catalyst is O1CCCC1. The product is [Cl:24][C:25]1[CH:26]=[C:27]([C:28]2[O:1][N:2]=[C:3]([C:4]3[CH:13]=[CH:12][CH:11]=[C:10]4[C:5]=3[CH2:6][CH2:7][N:8]([C:14]([O:16][C:17]([CH3:18])([CH3:20])[CH3:19])=[O:15])[CH2:9]4)[N:21]=2)[CH:32]=[CH:33][C:34]=1[O:35][CH:36]([CH3:37])[CH3:38]. The yield is 0.800. (10) The reactants are [NH2:1][C:2]1[C:3]([Cl:12])=[C:4]([C:8]([Cl:11])=[CH:9][CH:10]=1)[C:5]([OH:7])=[O:6].C(N(CC)CC)C.[F:20][CH2:21][CH2:22][CH2:23][S:24](Cl)(=[O:26])=[O:25].O. The catalyst is O1CCCC1.ClCCl. The product is [Cl:12][C:3]1[C:2]([NH:1][S:24]([CH2:23][CH2:22][CH2:21][F:20])(=[O:26])=[O:25])=[CH:10][CH:9]=[C:8]([Cl:11])[C:4]=1[C:5]([OH:7])=[O:6]. The yield is 0.440.